From a dataset of Catalyst prediction with 721,799 reactions and 888 catalyst types from USPTO. Predict which catalyst facilitates the given reaction. (1) Reactant: CCN(C(C)C)C(C)C.[OH:10][C:11]1[CH:12]=[CH:13][CH:14]=[C:15]2[C:20]=1[O:19][C:18](=[O:21])[C:17]([C:22]([OH:24])=O)=[CH:16]2.CN(C(ON1N=NC2C=CC=NC1=2)=[N+](C)C)C.F[P-](F)(F)(F)(F)F.[O:49]1[C:53]2[CH:54]=[CH:55][C:56]([C:58]3[CH:59]=[C:60]([NH2:64])[CH:61]=[CH:62][CH:63]=3)=[CH:57][C:52]=2[CH2:51][CH2:50]1. Product: [O:49]1[C:53]2[CH:54]=[CH:55][C:56]([C:58]3[CH:59]=[C:60]([NH:64][C:22]([C:17]4[C:18](=[O:21])[O:19][C:20]5[C:15]([CH:16]=4)=[CH:14][CH:13]=[CH:12][C:11]=5[OH:10])=[O:24])[CH:61]=[CH:62][CH:63]=3)=[CH:57][C:52]=2[CH2:51][CH2:50]1. The catalyst class is: 3. (2) Reactant: [Cl:1][C:2]1[CH:3]=[CH:4][C:5]2[N:11]3[C:12]([CH3:16])=[C:13]([CH3:15])[N:14]=[C:10]3[C@@H:9]([CH2:17][CH2:18][N:19]3[CH:23]=[C:22]([C:24]([O:26]CC)=[O:25])[CH:21]=[N:20]3)[O:8][C@H:7]([C:29]3[CH:34]=[CH:33][CH:32]=[C:31]([O:35][CH3:36])[C:30]=3[O:37][CH3:38])[C:6]=2[CH:39]=1.[OH-].[Na+].Cl. Product: [Cl:1][C:2]1[CH:3]=[CH:4][C:5]2[N:11]3[C:12]([CH3:16])=[C:13]([CH3:15])[N:14]=[C:10]3[C@@H:9]([CH2:17][CH2:18][N:19]3[CH:23]=[C:22]([C:24]([OH:26])=[O:25])[CH:21]=[N:20]3)[O:8][C@H:7]([C:29]3[CH:34]=[CH:33][CH:32]=[C:31]([O:35][CH3:36])[C:30]=3[O:37][CH3:38])[C:6]=2[CH:39]=1. The catalyst class is: 5. (3) Reactant: FC(F)(F)C(O)=O.FC(F)(F)C(O)=O.[NH2:15][CH2:16][C@H:17]1[CH2:22][CH2:21][C@H:20]([N:23]2[C:27]3=[C:28]4[S:34][CH:33]=[CH:32][C:29]4=[N:30][CH:31]=[C:26]3[N:25]=[C:24]2[C@H:35]([OH:37])[CH3:36])[CH2:19][CH2:18]1.C(N(CC)CC)C.Cl[C:46]([O:48][CH2:49][CH3:50])=[O:47]. Product: [CH2:49]([O:48][C:46](=[O:47])[NH:15][CH2:16][C@H:17]1[CH2:22][CH2:21][C@H:20]([N:23]2[C:27]3=[C:28]4[S:34][CH:33]=[CH:32][C:29]4=[N:30][CH:31]=[C:26]3[N:25]=[C:24]2[C@H:35]([OH:37])[CH3:36])[CH2:19][CH2:18]1)[CH3:50]. The catalyst class is: 2. (4) Reactant: [CH2:1]([O:3][C:4]1[CH:11]=[C:10]([N+:12]([O-])=O)[CH:9]=[CH:8][C:5]=1[C:6]#[N:7])[CH3:2].O.O.[Sn](Cl)Cl.C(=O)([O-])O.[Na+]. Product: [NH2:12][C:10]1[CH:9]=[CH:8][C:5]([C:6]#[N:7])=[C:4]([O:3][CH2:1][CH3:2])[CH:11]=1. The catalyst class is: 8. (5) Reactant: [CH3:1][C:2]1[N:3]([C:8]2[CH:12]=[CH:11][N:10]([CH3:13])[N:9]=2)[C:4]([CH3:7])=[CH:5][CH:6]=1.C([Li])CCC.CN(C)[CH:21]=[O:22].[Cl-].[NH4+]. Product: [CH3:7][C:4]1[N:3]([C:8]2[CH:12]=[C:11]([CH:21]=[O:22])[N:10]([CH3:13])[N:9]=2)[C:2]([CH3:1])=[CH:6][CH:5]=1. The catalyst class is: 7. (6) Reactant: [CH3:1][O:2][C:3]([C:5]1[CH2:6][N:7]([C:18]([O:20][C:21]([CH3:24])([CH3:23])[CH3:22])=[O:19])[CH2:8][CH2:9][C:10]=1[C:11]1[CH:16]=[CH:15][C:14]([OH:17])=[CH:13][CH:12]=1)=[O:4].[Cl:25][C:26]1[C:31]([F:32])=[CH:30][CH:29]=[C:28]([F:33])[C:27]=1[C:34]1[CH:38]=[C:37]([CH2:39]O)[O:36][N:35]=1.C1CCN(C(N=NC(N2CCCCC2)=O)=O)CC1.P(CCCC)(CCCC)CCCC. Product: [CH3:1][O:2][C:3]([C:5]1[CH2:6][N:7]([C:18]([O:20][C:21]([CH3:24])([CH3:23])[CH3:22])=[O:19])[CH2:8][CH2:9][C:10]=1[C:11]1[CH:16]=[CH:15][C:14]([O:17][CH2:39][C:37]2[O:36][N:35]=[C:34]([C:27]3[C:28]([F:33])=[CH:29][CH:30]=[C:31]([F:32])[C:26]=3[Cl:25])[CH:38]=2)=[CH:13][CH:12]=1)=[O:4]. The catalyst class is: 11. (7) Reactant: [C:1]1([CH:7]2[CH2:12][CH2:11][N:10]([CH:13]3[CH2:20][C:19]4([C:21]([O:23]CC)=[O:22])[CH:15]([CH2:16][CH2:17][CH2:18]4)[CH2:14]3)[CH2:9][CH2:8]2)[CH:6]=[CH:5][CH:4]=[CH:3][CH:2]=1.[OH-].[Na+]. Product: [C:1]1([CH:7]2[CH2:8][CH2:9][N:10]([CH:13]3[CH2:20][C:19]4([C:21]([OH:23])=[O:22])[CH:15]([CH2:16][CH2:17][CH2:18]4)[CH2:14]3)[CH2:11][CH2:12]2)[CH:6]=[CH:5][CH:4]=[CH:3][CH:2]=1. The catalyst class is: 20. (8) Reactant: [CH3:1][O:2][C:3]1[CH:4]=[C:5]2[C:9](=[CH:10][CH:11]=1)[N:8](C(OC(C)(C)C)=O)[CH:7]=[C:6]2[C:19]1[N:31]([S:32]([C:35]2[CH:41]=[CH:40][C:38]([CH3:39])=[CH:37][CH:36]=2)(=[O:34])=[O:33])[C:22]2=[N:23][CH:24]=[C:25]3[CH:29]=[N:28][N:27]([CH3:30])[C:26]3=[C:21]2[CH:20]=1.C(O)(C(F)(F)F)=O. Product: [CH3:1][O:2][C:3]1[CH:4]=[C:5]2[C:9](=[CH:10][CH:11]=1)[NH:8][CH:7]=[C:6]2[C:19]1[N:31]([S:32]([C:35]2[CH:41]=[CH:40][C:38]([CH3:39])=[CH:37][CH:36]=2)(=[O:34])=[O:33])[C:22]2=[N:23][CH:24]=[C:25]3[CH:29]=[N:28][N:27]([CH3:30])[C:26]3=[C:21]2[CH:20]=1. The catalyst class is: 2. (9) Reactant: [CH3:1][N:2]1[C:7]2[N:8]=[C:9]([N:13]3[CH2:18][CH2:17][N:16](C(OC(C)(C)C)=O)[CH2:15][CH2:14]3)[NH:10][C:11](=[O:12])[C:6]=2[CH2:5][CH2:4][CH2:3]1.FC(F)(F)C(O)=O. Product: [CH3:1][N:2]1[C:7]2[N:8]=[C:9]([N:13]3[CH2:18][CH2:17][NH:16][CH2:15][CH2:14]3)[NH:10][C:11](=[O:12])[C:6]=2[CH2:5][CH2:4][CH2:3]1. The catalyst class is: 2.